From a dataset of Reaction yield outcomes from USPTO patents with 853,638 reactions. Predict the reaction yield, written as a fraction of the theoretical maximum amount of product (1.0 means a 100% yield; for example, 0.34 means a 34% yield). (1) The reactants are [C:1]([C:5]1[CH:9]=[C:8]([NH:10][C:11]2[C:12]([C:17]#[N:18])=[N:13][CH:14]=[CH:15][CH:16]=2)[N:7]([CH3:19])[N:6]=1)([CH3:4])([CH3:3])[CH3:2].[OH-:20].[K+]. The catalyst is CO. The product is [C:1]([C:5]1[CH:9]=[C:8]([NH:10][C:11]2[C:12]([C:17]([NH2:18])=[O:20])=[N:13][CH:14]=[CH:15][CH:16]=2)[N:7]([CH3:19])[N:6]=1)([CH3:4])([CH3:2])[CH3:3]. The yield is 0.0600. (2) The reactants are C([O:8][C:9]1[C:14]([N+:15]([O-:17])=[O:16])=[C:13]([C:18]2[CH:23]=[CH:22][C:21]([Cl:24])=[CH:20][C:19]=2[Cl:25])[CH:12]=[CH:11][N:10]=1)C1C=CC=CC=1. The catalyst is C(O)(C(F)(F)F)=O. The product is [Cl:25][C:19]1[CH:20]=[C:21]([Cl:24])[CH:22]=[CH:23][C:18]=1[C:13]1[CH:12]=[CH:11][NH:10][C:9](=[O:8])[C:14]=1[N+:15]([O-:17])=[O:16]. The yield is 0.230. (3) The reactants are [C:1]([C:3]1[CH:4]=[C:5]([C:13]2[S:14][C:15]([C:18]3[CH:26]=[CH:25][CH:24]=[C:23]4[C:19]=3[CH2:20][CH2:21][C@H:22]4[NH:27][S:28]([CH:31]=[CH2:32])(=[O:30])=[O:29])=[CH:16][N:17]=2)[CH:6]=[CH:7][C:8]=1[O:9][CH:10]([CH3:12])[CH3:11])#[N:2].Cl.[NH:34]1[CH2:39][CH2:38][CH2:37][C@@H:36]([OH:40])[CH2:35]1. The yield is 0.800. The product is [C:1]([C:3]1[CH:4]=[C:5]([C:13]2[S:14][C:15]([C:18]3[CH:26]=[CH:25][CH:24]=[C:23]4[C:19]=3[CH2:20][CH2:21][C@H:22]4[NH:27][S:28]([CH2:31][CH2:32][N:34]3[CH2:39][CH2:38][CH2:37][C@@H:36]([OH:40])[CH2:35]3)(=[O:30])=[O:29])=[CH:16][N:17]=2)[CH:6]=[CH:7][C:8]=1[O:9][CH:10]([CH3:12])[CH3:11])#[N:2]. The catalyst is CN(C=O)C. (4) The reactants are [NH2:1][C:2]1[C:10]2[C:5](=[CH:6][C:7]([Br:12])=[CH:8][C:9]=2[F:11])[NH:4][C:3]=1[C:13]([NH2:15])=[O:14].[O:16]=[C:17](Cl)OC(Cl)(Cl)Cl.O. The catalyst is O1CCOCC1. The product is [Br:12][C:7]1[CH:8]=[C:9]([F:11])[C:10]2[C:2]3[NH:1][C:17](=[O:16])[NH:15][C:13](=[O:14])[C:3]=3[NH:4][C:5]=2[CH:6]=1. The yield is 0.740. (5) The reactants are [Br:1][C:2]1[CH:7]=[CH:6][C:5]([C:8]2[NH:12][C:11]([C@@H:13]3[CH2:17][C@@H:16](O)[CH2:15][N:14]3[C:19]([O:21][CH2:22][C:23]3[CH:28]=[CH:27][CH:26]=[CH:25][CH:24]=3)=[O:20])=[N:10][CH:9]=2)=[CH:4][CH:3]=1.COCCN(S(F)(F)[F:39])CCOC.C(=O)(O)[O-].[Na+]. The catalyst is C(Cl)Cl. The product is [Br:1][C:2]1[CH:7]=[CH:6][C:5]([C:8]2[NH:12][C:11]([C@@H:13]3[CH2:17][C@H:16]([F:39])[CH2:15][N:14]3[C:19]([O:21][CH2:22][C:23]3[CH:28]=[CH:27][CH:26]=[CH:25][CH:24]=3)=[O:20])=[N:10][CH:9]=2)=[CH:4][CH:3]=1. The yield is 0.620. (6) The reactants are [O:1]=[C:2]1[C:11]2[C:6](=[CH:7][CH:8]=[C:9]([C:12](O)=[O:13])[CH:10]=2)[CH:5]=[CH:4][N:3]1[CH2:15][C:16]1[CH:21]=[CH:20][C:19]([C:22]2[N:23]=[N:24][NH:25][N:26]=2)=[CH:18][CH:17]=1.[CH3:27][O:28][C:29]1[CH:30]=[C:31]([CH:34]=[CH:35][C:36]=1[OH:37])[CH2:32][NH2:33].Cl. No catalyst specified. The product is [OH:37][C:36]1[CH:35]=[CH:34][C:31]([CH2:32][NH:33][C:12]([C:9]2[CH:10]=[C:11]3[C:6]([CH:5]=[CH:4][N:3]([CH2:15][C:16]4[CH:17]=[CH:18][C:19]([C:22]5[N:26]=[N:25][NH:24][N:23]=5)=[CH:20][CH:21]=4)[C:2]3=[O:1])=[CH:7][CH:8]=2)=[O:13])=[CH:30][C:29]=1[O:28][CH3:27]. The yield is 0.843. (7) The reactants are [CH2:1]([C@@:4]1([C:20]2[CH:25]=[CH:24][CH:23]=[CH:22][CH:21]=2)[O:9][C:8](=[O:10])[N:7]([C@H:11]([C:13]2[CH:18]=[CH:17][C:16]([Br:19])=[CH:15][CH:14]=2)[CH3:12])[CH2:6][CH2:5]1)[CH:2]=[CH2:3].[O:26]1CCCC1. No catalyst specified. The product is [Br:19][C:16]1[CH:15]=[CH:14][C:13]([C@@H:11]([N:7]2[CH2:6][CH2:5][C@:4]([CH2:1][CH2:2][CH2:3][OH:26])([C:20]3[CH:25]=[CH:24][CH:23]=[CH:22][CH:21]=3)[O:9][C:8]2=[O:10])[CH3:12])=[CH:18][CH:17]=1. The yield is 0.400.